Dataset: Full USPTO retrosynthesis dataset with 1.9M reactions from patents (1976-2016). Task: Predict the reactants needed to synthesize the given product. (1) Given the product [OH:24][CH2:23][C:8]1[S:7][C:15]2[CH2:14][CH2:13][N:12]([C:16]([O:18][C:19]([CH3:22])([CH3:21])[CH3:20])=[O:17])[CH2:11][C:10]=2[CH:9]=1, predict the reactants needed to synthesize it. The reactants are: [H-].[Al+3].[Li+].[H-].[H-].[H-].[S:7]1[C:15]2[CH2:14][CH2:13][N:12]([C:16]([O:18][C:19]([CH3:22])([CH3:21])[CH3:20])=[O:17])[CH2:11][C:10]=2[CH:9]=[C:8]1[C:23](OCC)=[O:24].C(OCC)(=O)C.CCCCCC. (2) Given the product [CH2:1]([N:7]([CH2:21][CH2:22][CH:23]([CH3:24])[CH3:28])[C:8](=[O:20])[NH:9][C:10]1[S:11][C:12]([S:15][CH2:16][CH2:17][C:43]([OH:53])=[O:42])=[CH:13][N:14]=1)[CH2:6][CH2:5][CH3:4], predict the reactants needed to synthesize it. The reactants are: [CH:1]1([N:7]([CH2:21][CH2:22][C:23]2[CH:28]=CC=C[CH:24]=2)[C:8](=[O:20])[NH:9][C:10]2[S:11][C:12]([S:15][CH2:16][C:17](O)=O)=[CH:13][N:14]=2)[CH2:6][CH2:5][CH2:4]CC1.C(=O)CC(C)C.C(N)CCC.C([O:42][C:43](=[O:53])C(SC1SC(N)=NC=1)C)C.